From a dataset of Forward reaction prediction with 1.9M reactions from USPTO patents (1976-2016). Predict the product of the given reaction. Given the reactants [CH3:1][O:2][C:3]1[CH:8]=[CH:7][N:6]=[C:5](C(NN)=O)[CH:4]=1.FC(F)(F)C(O)=O.C(O[N:25]=O)(C)(C)C.C(O)(C)(C)C, predict the reaction product. The product is: [NH3:6].[CH3:1][O:2][C:3]1[CH:8]=[CH:7][N:6]=[C:5]([NH2:25])[CH:4]=1.